From a dataset of Forward reaction prediction with 1.9M reactions from USPTO patents (1976-2016). Predict the product of the given reaction. Given the reactants [Cl:1][C:2]1[C:7]([F:8])=[CH:6][C:5]([C:9]2([CH2:24][OH:25])[C:17]3[C:12](=[CH:13][CH:14]=[CH:15][CH:16]=3)[N:11]([CH2:18][CH2:19][CH2:20][CH2:21][CH3:22])[C:10]2=[O:23])=[C:4](O)[CH:3]=1.C1(CCN2C3C(=CC=CC=3)C(C3C(O)=CC4OCOC=4C=3)(CO)C2=O)CC1, predict the reaction product. The product is: [Cl:1][C:2]1[C:7]([F:8])=[CH:6][C:5]2[C:9]3([CH2:24][O:25][C:4]=2[CH:3]=1)[C:17]1[C:12](=[CH:13][CH:14]=[CH:15][CH:16]=1)[N:11]([CH2:18][CH2:19][CH2:20][CH2:21][CH3:22])[C:10]3=[O:23].